Dataset: NCI-60 drug combinations with 297,098 pairs across 59 cell lines. Task: Regression. Given two drug SMILES strings and cell line genomic features, predict the synergy score measuring deviation from expected non-interaction effect. (1) Drug 1: COC1=C(C=C2C(=C1)N=CN=C2NC3=CC(=C(C=C3)F)Cl)OCCCN4CCOCC4. Drug 2: CC1C(C(CC(O1)OC2CC(CC3=C2C(=C4C(=C3O)C(=O)C5=C(C4=O)C(=CC=C5)OC)O)(C(=O)CO)O)N)O.Cl. Cell line: MDA-MB-435. Synergy scores: CSS=45.2, Synergy_ZIP=-0.789, Synergy_Bliss=-0.871, Synergy_Loewe=-14.1, Synergy_HSA=0.298. (2) Cell line: HS 578T. Synergy scores: CSS=30.8, Synergy_ZIP=2.85, Synergy_Bliss=8.27, Synergy_Loewe=-4.80, Synergy_HSA=7.44. Drug 2: CC1=C2C(C(=O)C3(C(CC4C(C3C(C(C2(C)C)(CC1OC(=O)C(C(C5=CC=CC=C5)NC(=O)C6=CC=CC=C6)O)O)OC(=O)C7=CC=CC=C7)(CO4)OC(=O)C)O)C)OC(=O)C. Drug 1: C1C(C(OC1N2C=NC3=C(N=C(N=C32)Cl)N)CO)O. (3) Drug 1: CC1=C(N=C(N=C1N)C(CC(=O)N)NCC(C(=O)N)N)C(=O)NC(C(C2=CN=CN2)OC3C(C(C(C(O3)CO)O)O)OC4C(C(C(C(O4)CO)O)OC(=O)N)O)C(=O)NC(C)C(C(C)C(=O)NC(C(C)O)C(=O)NCCC5=NC(=CS5)C6=NC(=CS6)C(=O)NCCC[S+](C)C)O. Drug 2: COC1=C2C(=CC3=C1OC=C3)C=CC(=O)O2. Cell line: MOLT-4. Synergy scores: CSS=65.8, Synergy_ZIP=2.72, Synergy_Bliss=0.116, Synergy_Loewe=-33.0, Synergy_HSA=-0.506. (4) Drug 1: CC(CN1CC(=O)NC(=O)C1)N2CC(=O)NC(=O)C2. Drug 2: COC1=CC(=CC(=C1O)OC)C2C3C(COC3=O)C(C4=CC5=C(C=C24)OCO5)OC6C(C(C7C(O6)COC(O7)C8=CC=CS8)O)O. Cell line: SN12C. Synergy scores: CSS=51.1, Synergy_ZIP=0.714, Synergy_Bliss=2.62, Synergy_Loewe=3.77, Synergy_HSA=7.12.